From a dataset of Peptide-MHC class II binding affinity with 134,281 pairs from IEDB. Regression. Given a peptide amino acid sequence and an MHC pseudo amino acid sequence, predict their binding affinity value. This is MHC class II binding data. The peptide sequence is EKKYFAATQFEYLAA. The MHC is HLA-DPA10201-DPB10101 with pseudo-sequence HLA-DPA10201-DPB10101. The binding affinity (normalized) is 1.00.